From a dataset of Catalyst prediction with 721,799 reactions and 888 catalyst types from USPTO. Predict which catalyst facilitates the given reaction. (1) Reactant: [C:1]1([CH:7]([CH3:11])[CH2:8][CH:9]=O)[CH:6]=[CH:5][CH:4]=[CH:3][CH:2]=1.[ClH:12].Cl.[N:14]1([CH2:20][C@@H:21]([C:33]2([OH:39])[CH2:38][CH2:37][CH2:36][CH2:35][CH2:34]2)[C:22]2[CH:27]=[CH:26][CH:25]=[C:24]([O:28][C:29]([F:32])([F:31])[F:30])[CH:23]=2)[CH2:19][CH2:18][NH:17][CH2:16][CH2:15]1. Product: [ClH:12].[ClH:12].[C:1]1([CH:7]([CH3:11])[CH2:8][CH2:9][N:17]2[CH2:18][CH2:19][N:14]([CH2:20][C@@H:21]([C:33]3([OH:39])[CH2:38][CH2:37][CH2:36][CH2:35][CH2:34]3)[C:22]3[CH:27]=[CH:26][CH:25]=[C:24]([O:28][C:29]([F:32])([F:31])[F:30])[CH:23]=3)[CH2:15][CH2:16]2)[CH:6]=[CH:5][CH:4]=[CH:3][CH:2]=1. The catalyst class is: 5. (2) Reactant: Br[CH2:2][CH2:3][C@H:4]([NH:10][NH:11][C:12]([O:14][C:15]([CH3:18])([CH3:17])[CH3:16])=[O:13])[C:5]([O:7][CH2:8][CH3:9])=[O:6].[Li+].C[Si]([N-][Si](C)(C)C)(C)C. Product: [N:11]1([C:12]([O:14][C:15]([CH3:18])([CH3:17])[CH3:16])=[O:13])[CH2:2][CH2:3][C@@H:4]([C:5]([O:7][CH2:8][CH3:9])=[O:6])[NH:10]1. The catalyst class is: 1. (3) Reactant: [F:1][C:2]([F:14])([F:13])[C:3]1[CH:8]=[CH:7][C:6]([CH2:9][C:10](O)=[O:11])=[CH:5][CH:4]=1.B.O.C(=O)([O-])[O-].[K+].[K+]. Product: [F:1][C:2]([F:13])([F:14])[C:3]1[CH:4]=[CH:5][C:6]([CH2:9][CH2:10][OH:11])=[CH:7][CH:8]=1. The catalyst class is: 7. (4) Reactant: Br[C:2]1[CH:7]=[CH:6][CH:5]=[CH:4][N:3]=1.[NH2:8][C:9]1[CH:10]=[CH:11][C:12]([Cl:16])=[C:13]([OH:15])[CH:14]=1. Product: [Cl:16][C:12]1[CH:11]=[CH:10][C:9]([NH:8][C:2]2[CH:7]=[CH:6][CH:5]=[CH:4][N:3]=2)=[CH:14][C:13]=1[OH:15]. The catalyst class is: 14. (5) Product: [Si:1]([O:8][C@@H:9]1[C@@:28]2([CH3:29])[C:13](=[CH:14][CH:15]=[C:16]3[C@@H:27]2[CH2:26][CH2:25][C@@:24]2([CH3:30])[C@H:17]3[CH2:18][CH:19]=[C:20]2[C@H:21]([O:23][CH2:57]/[CH:58]=[CH:59]\[C:60]([CH3:70])([O:62][Si:63]([CH2:66][CH3:67])([CH2:68][CH3:69])[CH2:64][CH3:65])[CH3:61])[CH3:22])[CH2:12][C@@H:11]([O:31][Si:32]([C:35]([CH3:37])([CH3:36])[CH3:38])([CH3:33])[CH3:34])[CH2:10]1)([C:4]([CH3:7])([CH3:6])[CH3:5])([CH3:3])[CH3:2]. The catalyst class is: 7. Reactant: [Si:1]([O:8][C@@H:9]1[C@@:28]2([CH3:29])[C:13](=[CH:14][CH:15]=[C:16]3[C@@H:27]2[CH2:26][CH2:25][C@@:24]2([CH3:30])[C@H:17]3[CH2:18][CH:19]=[C:20]2[C@H:21]([OH:23])[CH3:22])[CH2:12][C@@H:11]([O:31][Si:32]([C:35]([CH3:38])([CH3:37])[CH3:36])([CH3:34])[CH3:33])[CH2:10]1)([C:4]([CH3:7])([CH3:6])[CH3:5])([CH3:3])[CH3:2].[H-].[Na+].C1OCCOCCOCCOCCOC1.Br[CH2:57]/[CH:58]=[CH:59]\[C:60]([CH3:70])([O:62][Si:63]([CH2:68][CH3:69])([CH2:66][CH3:67])[CH2:64][CH3:65])[CH3:61].